This data is from Full USPTO retrosynthesis dataset with 1.9M reactions from patents (1976-2016). The task is: Predict the reactants needed to synthesize the given product. (1) Given the product [CH3:31][O:32][C:33]1[CH:34]=[C:35]([CH:38]=[CH:39][C:40]=1[N:41]1[CH:45]=[C:44]([CH3:46])[N:43]=[CH:42]1)/[CH:36]=[C:12]1\[CH2:13][CH2:14][C@H:15]2[N:20]([C:21]\1=[O:22])[C@@H:19]([C:23]1[CH:24]=[CH:25][C:26]([O:29][CH3:30])=[CH:27][CH:28]=1)[CH2:18][CH2:17][CH2:16]2, predict the reactants needed to synthesize it. The reactants are: O.[OH-].[Li+].C(OP([CH:12]1[C:21](=[O:22])[N:20]2[C@H:15]([CH2:16][CH2:17][CH2:18][C@H:19]2[C:23]2[CH:28]=[CH:27][C:26]([O:29][CH3:30])=[CH:25][CH:24]=2)[CH2:14][CH2:13]1)(=O)OCC)C.[CH3:31][O:32][C:33]1[CH:34]=[C:35]([CH:38]=[CH:39][C:40]=1[N:41]1[CH:45]=[C:44]([CH3:46])[N:43]=[CH:42]1)[CH:36]=O.C(OCC)(=O)C. (2) Given the product [F:19][C:20]1[CH:28]=[CH:27][C:23]([C:24]([NH:1][C:2]2[CH:3]=[CH:4][C:5]([O:8][C:9](=[O:18])[N:10]([CH3:17])[C:11]3[CH:16]=[CH:15][CH:14]=[CH:13][CH:12]=3)=[N:6][CH:7]=2)=[O:25])=[CH:22][CH:21]=1, predict the reactants needed to synthesize it. The reactants are: [NH2:1][C:2]1[CH:3]=[CH:4][C:5]([O:8][C:9](=[O:18])[N:10]([CH3:17])[C:11]2[CH:16]=[CH:15][CH:14]=[CH:13][CH:12]=2)=[N:6][CH:7]=1.[F:19][C:20]1[CH:28]=[CH:27][C:23]([C:24](Cl)=[O:25])=[CH:22][CH:21]=1.C(N(CC)CC)C.ClCCl.